This data is from Peptide-MHC class II binding affinity with 134,281 pairs from IEDB. The task is: Regression. Given a peptide amino acid sequence and an MHC pseudo amino acid sequence, predict their binding affinity value. This is MHC class II binding data. (1) The peptide sequence is QIGNRPGPSRGVQGF. The MHC is HLA-DQA10201-DQB10301 with pseudo-sequence HLA-DQA10201-DQB10301. The binding affinity (normalized) is 0.269. (2) The peptide sequence is SKSDDQIWLSQWFMN. The MHC is DRB4_0101 with pseudo-sequence DRB4_0103. The binding affinity (normalized) is 0.289. (3) The peptide sequence is SPPVVSFRETVLDKS. The MHC is DRB4_0101 with pseudo-sequence DRB4_0103. The binding affinity (normalized) is 0.717. (4) The peptide sequence is AFKVAATAANAAPLN. The MHC is DRB1_0901 with pseudo-sequence DRB1_0901. The binding affinity (normalized) is 0.693. (5) The peptide sequence is TRYYRITYGETGGNS. The MHC is DRB1_0301 with pseudo-sequence DRB1_0301. The binding affinity (normalized) is 0. (6) The peptide sequence is IPTAFSIGKTYKPEE. The MHC is DRB1_0101 with pseudo-sequence DRB1_0101. The binding affinity (normalized) is 0.476. (7) The peptide sequence is HGSEPCIIHRGKPFQLEAV. The MHC is HLA-DPA10301-DPB10402 with pseudo-sequence HLA-DPA10301-DPB10402. The binding affinity (normalized) is 0.330. (8) The peptide sequence is GEIYKRWIILGLNKIVRMY. The MHC is DRB1_0701 with pseudo-sequence DRB1_0701. The binding affinity (normalized) is 0.289. (9) The peptide sequence is NNALQNLARTISEAG. The MHC is DRB1_0901 with pseudo-sequence DRB1_0901. The binding affinity (normalized) is 0.317.